Predict the reaction yield, written as a fraction of the theoretical maximum amount of product (1.0 means a 100% yield; for example, 0.34 means a 34% yield). From a dataset of Reaction yield outcomes from USPTO patents with 853,638 reactions. (1) The reactants are BrC1C([N:8]([CH2:23][O:24][CH3:25])[S:9]([C:12]2[CH:17]=[CH:16][C:15](Cl)=[C:14]([C:19]([F:22])([F:21])[F:20])[CH:13]=2)(=[O:11])=[O:10])=CC(C)=CN=1.C([Mg]Cl)(C)C.CC1C(C=O)=C(C)C=CN=1. The catalyst is C1COCC1. The product is [CH3:25][O:24][CH2:23][NH:8][S:9]([C:12]1[CH:17]=[CH:16][CH:15]=[C:14]([C:19]([F:22])([F:20])[F:21])[CH:13]=1)(=[O:11])=[O:10]. The yield is 0.510. (2) The reactants are C([O-])([O-])=O.[K+].[K+].[F:7][C:8]1[C:9]([OH:16])=[C:10]([CH:13]=[CH:14][CH:15]=1)[CH:11]=O.Cl[CH2:18][C:19](=[O:21])[CH3:20]. The catalyst is CC(C)=O. The product is [F:7][C:8]1[C:9]2[O:16][C:18]([C:19](=[O:21])[CH3:20])=[CH:11][C:10]=2[CH:13]=[CH:14][CH:15]=1. The yield is 0.720. (3) The reactants are [F:1][C:2]([F:13])([F:12])[C:3]1[CH:4]=[C:5]([N:9]=[C:10]=[O:11])[CH:6]=[CH:7][CH:8]=1.[C:14]1([CH:20]([C:37]2[CH:42]=[CH:41][CH:40]=[CH:39][CH:38]=2)[CH2:21][CH2:22][NH:23][CH:24]2[CH2:29][CH2:28][N:27]([C:30]([O:32][C:33]([CH3:36])([CH3:35])[CH3:34])=[O:31])[CH2:26][CH2:25]2)[CH:19]=[CH:18][CH:17]=[CH:16][CH:15]=1. The catalyst is ClCCl. The product is [C:33]([O:32][C:30]([N:27]1[CH2:26][CH2:25][CH:24]([N:23]([CH2:22][CH2:21][CH:20]([C:14]2[CH:15]=[CH:16][CH:17]=[CH:18][CH:19]=2)[C:37]2[CH:42]=[CH:41][CH:40]=[CH:39][CH:38]=2)[C:10]([NH:9][C:5]2[CH:6]=[CH:7][CH:8]=[C:3]([C:2]([F:12])([F:13])[F:1])[CH:4]=2)=[O:11])[CH2:29][CH2:28]1)=[O:31])([CH3:36])([CH3:34])[CH3:35]. The yield is 0.870. (4) The reactants are [OH:1][C:2]1[CH:7]=[C:6]([CH3:8])[C:5]([C:9]2[N:10]=[C:11]([NH:14][C:15](=[O:22])[C:16]3[CH:21]=[CH:20][N:19]=[CH:18][CH:17]=3)[S:12][CH:13]=2)=[C:4]([CH3:23])[CH:3]=1.C(=O)([O-])[O-].[Cs+].[Cs+].Br[C:31]1[CH:32]=[CH:33][C:34]([O:37]C)=[N:35][CH:36]=1. The catalyst is CN(C=O)C. The product is [OH:37][C:34]1[N:35]=[CH:36][C:31]([O:1][C:2]2[CH:3]=[C:4]([CH3:23])[C:5]([C:9]3[N:10]=[C:11]([NH:14][C:15](=[O:22])[C:16]4[CH:21]=[CH:20][N:19]=[CH:18][CH:17]=4)[S:12][CH:13]=3)=[C:6]([CH3:8])[CH:7]=2)=[CH:32][CH:33]=1. The yield is 0.380. (5) The reactants are [CH:1]1([CH:7]2[CH2:9][C:8]2([C:12]2[N:13]=[N:14][N:15](C(C3C=CC=CC=3)(C3C=CC=CC=3)C3C=CC=CC=3)[N:16]=2)[C:10]#[N:11])[CH2:6][CH2:5][CH2:4][CH2:3][CH2:2]1. The catalyst is N.CCO.[Ni]. The product is [CH:1]1([CH:7]2[CH2:9][C:8]2([CH2:10][NH2:11])[C:12]2[NH:16][N:15]=[N:14][N:13]=2)[CH2:2][CH2:3][CH2:4][CH2:5][CH2:6]1. The yield is 0.360. (6) The reactants are [CH3:1][O:2][C:3]1[CH:8]=[CH:7][C:6]([S:9](Cl)(=[O:11])=[O:10])=[CH:5][CH:4]=1.[C:13]1([CH:19]([C:42]2[CH:47]=[CH:46][CH:45]=[CH:44][CH:43]=2)[CH2:20][CH2:21][N:22]([CH:36]2[CH2:41][CH2:40][NH:39][CH2:38][CH2:37]2)[C:23]([NH:25][C:26]2[CH:31]=[CH:30][CH:29]=[C:28]([C:32]([F:35])([F:34])[F:33])[CH:27]=2)=[O:24])[CH:18]=[CH:17][CH:16]=[CH:15][CH:14]=1. The catalyst is O1CCCC1. The product is [C:42]1([CH:19]([C:13]2[CH:18]=[CH:17][CH:16]=[CH:15][CH:14]=2)[CH2:20][CH2:21][N:22]([CH:36]2[CH2:37][CH2:38][N:39]([S:9]([C:6]3[CH:7]=[CH:8][C:3]([O:2][CH3:1])=[CH:4][CH:5]=3)(=[O:11])=[O:10])[CH2:40][CH2:41]2)[C:23]([NH:25][C:26]2[CH:31]=[CH:30][CH:29]=[C:28]([C:32]([F:34])([F:33])[F:35])[CH:27]=2)=[O:24])[CH:47]=[CH:46][CH:45]=[CH:44][CH:43]=1. The yield is 0.560.